Dataset: Forward reaction prediction with 1.9M reactions from USPTO patents (1976-2016). Task: Predict the product of the given reaction. (1) Given the reactants [C:1]([O:5][C:6]([N:8]1[CH2:11][CH:10]([C:12]([OH:14])=O)[CH2:9]1)=[O:7])([CH3:4])([CH3:3])[CH3:2].Cl.[CH3:16][NH:17][CH3:18].Cl.CN(C)CCCN=C=NCC.O.ON1C2C=CC=CC=2N=N1, predict the reaction product. The product is: [CH3:16][N:17]([CH3:18])[C:12]([CH:10]1[CH2:11][N:8]([C:6]([O:5][C:1]([CH3:4])([CH3:3])[CH3:2])=[O:7])[CH2:9]1)=[O:14]. (2) Given the reactants [NH:1]1[CH2:5][CH2:4][NH:3][C:2]1=[S:6].Br[CH2:8][C:9](=[O:15])[C:10]([O:12][CH2:13][CH3:14])=[O:11].C(=O)([O-])[O-].[K+].[K+].[I-].[Na+], predict the reaction product. The product is: [CH2:13]([O:12][C:10](=[O:11])[C:9](=[O:15])[CH2:8][S:6][C:2]1[NH:1][CH2:5][CH2:4][N:3]=1)[CH3:14].